Dataset: Catalyst prediction with 721,799 reactions and 888 catalyst types from USPTO. Task: Predict which catalyst facilitates the given reaction. (1) Reactant: [CH3:1][O:2][C:3]1[CH:8]=[CH:7][C:6]([CH:9]=[CH:10][C:11]2[CH:16]=[CH:15][CH:14]=[CH:13][N+:12]=2[O-])=[CH:5][CH:4]=1.COS(OC)(=O)=O.[C-:25]#[N:26].[Na+]. Product: [CH3:1][O:2][C:3]1[CH:8]=[CH:7][C:6]([CH:9]=[CH:10][C:11]2[N:12]=[C:13]([C:25]#[N:26])[CH:14]=[CH:15][CH:16]=2)=[CH:5][CH:4]=1. The catalyst class is: 32. (2) The catalyst class is: 304. Reactant: C(O[CH:5]([C:14]1[C:15]([O:21]CC2C=CC=CC=2)=[N:16][C:17]([CH3:20])=[CH:18][CH:19]=1)[C:6]1[CH:11]=[CH:10][C:9]([O:12][CH3:13])=[CH:8][CH:7]=1)(=O)C.CO.C(C1C=CC(CC2C(O)=NC(C)=CC=2)=CC=1)C. Product: [CH3:13][O:12][C:9]1[CH:8]=[CH:7][C:6]([CH2:5][C:14]2[C:15]([OH:21])=[N:16][C:17]([CH3:20])=[CH:18][CH:19]=2)=[CH:11][CH:10]=1. (3) Reactant: Cl[C:2]1[C:7]([C:8]([N:10]([C:14]2[CH:15]=[C:16]3[C:20](=[C:21]([CH:23]4[CH2:25][CH2:24]4)[CH:22]=2)[N:19]([C:26]2[N:31]=[CH:30][C:29]([CH3:32])=[CH:28][N:27]=2)[CH:18]=[CH:17]3)[CH2:11][CH2:12][OH:13])=[O:9])=[C:6]([Cl:33])[N:5]=[CH:4][N:3]=1.C(N(CC)CC)C. Product: [Cl:33][C:6]1[C:7]2[C:8](=[O:9])[N:10]([C:14]3[CH:15]=[C:16]4[C:20](=[C:21]([CH:23]5[CH2:24][CH2:25]5)[CH:22]=3)[N:19]([C:26]3[N:27]=[CH:28][C:29]([CH3:32])=[CH:30][N:31]=3)[CH:18]=[CH:17]4)[CH2:11][CH2:12][O:13][C:2]=2[N:3]=[CH:4][N:5]=1. The catalyst class is: 10. (4) Reactant: [C:1]([O:5][C:6](=[O:22])[CH2:7][N:8]=[C:9]([C:16]1[CH:21]=[CH:20][CH:19]=[CH:18][CH:17]=1)[C:10]1[CH:15]=[CH:14][CH:13]=[CH:12][CH:11]=1)([CH3:4])([CH3:3])[CH3:2].CN(P(N(C)C)(N(C)C)=O)C.[Li+].C[Si]([N-][Si](C)(C)C)(C)C.[CH3:44][O:45][CH2:46][CH2:47][CH2:48][O:49][C:50]1[CH:55]=[C:54]([CH2:56][C@@H:57]([CH2:61]I)[CH:58]([CH3:60])[CH3:59])[CH:53]=[CH:52][C:51]=1[O:63][CH3:64]. The catalyst class is: 1. Product: [CH3:44][O:45][CH2:46][CH2:47][CH2:48][O:49][C:50]1[CH:55]=[C:54]([CH:53]=[CH:52][C:51]=1[O:63][CH3:64])[CH2:56][C@H:57]([CH:58]([CH3:59])[CH3:60])[CH2:61][CH:7]([N:8]=[C:9]([C:10]1[CH:11]=[CH:12][CH:13]=[CH:14][CH:15]=1)[C:16]1[CH:17]=[CH:18][CH:19]=[CH:20][CH:21]=1)[C:6]([O:5][C:1]([CH3:4])([CH3:2])[CH3:3])=[O:22]. (5) The catalyst class is: 1. Product: [CH3:13][N:14]([CH2:2][C:3]1[CH:4]=[CH:5][C:6]([OH:12])=[C:7]([C:9](=[O:11])[CH3:10])[CH:8]=1)[CH3:15]. Reactant: Cl[CH2:2][C:3]1[CH:4]=[CH:5][C:6]([OH:12])=[C:7]([C:9](=[O:11])[CH3:10])[CH:8]=1.[CH3:13][NH:14][CH3:15].